This data is from Reaction yield outcomes from USPTO patents with 853,638 reactions. The task is: Predict the reaction yield, written as a fraction of the theoretical maximum amount of product (1.0 means a 100% yield; for example, 0.34 means a 34% yield). (1) The reactants are C(OC([CH2:8][NH:9][C:10]1[CH:15]=[CH:14][N:13]=[C:12]([C:16]2[CH:21]=[CH:20][C:19]([CH2:22][CH2:23][C:24]([O:26][CH2:27][CH3:28])=[O:25])=[CH:18][CH:17]=2)[CH:11]=1)=O)(C)(C)C.FC(F)(F)C(O)=O.C(=O)([O-])O.[Na+]. The catalyst is ClCCl. The product is [CH3:8][NH:9][C:10]1[CH:15]=[CH:14][N:13]=[C:12]([C:16]2[CH:17]=[CH:18][C:19]([CH2:22][CH2:23][C:24]([O:26][CH2:27][CH3:28])=[O:25])=[CH:20][CH:21]=2)[CH:11]=1. The yield is 0.880. (2) The reactants are [Br-].[NH:2]1[C:10]2[C:5](=[CH:6][CH:7]=[CH:8][CH:9]=2)[C:4]([CH2:11][P+](C2C=CC=CC=2)(C2C=CC=CC=2)C2C=CC=CC=2)=[N:3]1.C1CCN2C(=NCCC2)CC1.[Br:42][C:43]1[CH:50]=[CH:49][CH:48]=[CH:47][C:44]=1[CH:45]=O. The catalyst is CO. The product is [Br:42][C:43]1[CH:50]=[CH:49][CH:48]=[CH:47][C:44]=1/[CH:45]=[CH:11]/[C:4]1[C:5]2[C:10](=[CH:9][CH:8]=[CH:7][CH:6]=2)[NH:2][N:3]=1. The yield is 0.120.